From a dataset of Forward reaction prediction with 1.9M reactions from USPTO patents (1976-2016). Predict the product of the given reaction. Given the reactants C[O:2][C:3]([C:5]1[N:9]=[C:8]([C:10]([S:25]([C:28]2[CH:33]=[CH:32][CH:31]=[CH:30][CH:29]=2)(=[O:27])=[O:26])([CH:12]2[CH2:24][C:15]3[NH:16][C:17]4[CH:18]=[CH:19][C:20]([Cl:23])=[CH:21][C:22]=4[C:14]=3[CH2:13]2)[F:11])[O:7][N:6]=1)=O.[OH-].[NH4+:35], predict the reaction product. The product is: [C:28]1([S:25]([C:10]([CH:12]2[CH2:24][C:15]3[NH:16][C:17]4[CH:18]=[CH:19][C:20]([Cl:23])=[CH:21][C:22]=4[C:14]=3[CH2:13]2)([F:11])[C:8]2[O:7][N:6]=[C:5]([C:3]([NH2:35])=[O:2])[N:9]=2)(=[O:27])=[O:26])[CH:33]=[CH:32][CH:31]=[CH:30][CH:29]=1.